This data is from Catalyst prediction with 721,799 reactions and 888 catalyst types from USPTO. The task is: Predict which catalyst facilitates the given reaction. (1) Reactant: [C:1](=[O:4])([O-])[O-].[K+].[K+].[CH3:7]O.C=O.[CH2:11]([NH:18][CH2:19][Si:20]([CH3:23])([CH3:22])[CH3:21])[C:12]1[CH:17]=[CH:16][CH:15]=[CH:14][CH:13]=1. The catalyst class is: 605. Product: [CH2:11]([N:18]([CH2:7][O:4][CH3:1])[CH2:19][Si:20]([CH3:23])([CH3:22])[CH3:21])[C:12]1[CH:17]=[CH:16][CH:15]=[CH:14][CH:13]=1. (2) Reactant: [C:1](/[N:3]=[C:4](\SC)/[NH:5][C:6]1[CH:11]=[C:10]([Cl:12])[C:9]([C:13]2[CH:18]=[CH:17][CH:16]=[CH:15][C:14]=2[F:19])=[C:8]([Cl:20])[CH:7]=1)#[N:2].[NH2:23][NH2:24]. Product: [Cl:12][C:10]1[CH:11]=[C:6]([NH:5][C:4]2[N:3]=[C:1]([NH2:2])[NH:24][N:23]=2)[CH:7]=[C:8]([Cl:20])[C:9]=1[C:13]1[CH:18]=[CH:17][CH:16]=[CH:15][C:14]=1[F:19]. The catalyst class is: 8. (3) Reactant: [CH3:1][O:2][C:3]1[CH:4]=[C:5]2[C:10](=[CH:11][C:12]=1[O:13][CH3:14])[N:9]=[CH:8][CH:7]=[C:6]2[O:15][C:16]1[C:17]([F:29])=[C:18]2[C:23](=[CH:24][CH:25]=1)[C:22]([C:26](Cl)=[O:27])=[CH:21][CH:20]=[CH:19]2.[CH2:30]([NH2:32])[CH3:31]. Product: [CH3:1][O:2][C:3]1[CH:4]=[C:5]2[C:10](=[CH:11][C:12]=1[O:13][CH3:14])[N:9]=[CH:8][CH:7]=[C:6]2[O:15][C:16]1[C:17]([F:29])=[C:18]2[C:23](=[CH:24][CH:25]=1)[C:22]([C:26]([NH:32][CH2:30][CH3:31])=[O:27])=[CH:21][CH:20]=[CH:19]2. The catalyst class is: 1. (4) Product: [Br:1][C:2]1[CH:7]=[C:6]([CH:8]2[C:17]3[C:16](=[O:18])[CH2:15][CH:14]([CH2:19][CH2:20][CH3:21])[CH2:13][C:12]=3[NH:11][C:10]([CH3:22])=[C:9]2[C:23]#[N:24])[CH:5]=[C:4]([NH:25][S:26]([CH2:29][CH2:30][CH3:31])(=[O:27])=[O:28])[C:3]=1[N:32]([CH2:33][C:34]1[CH:39]=[CH:38][CH:37]=[C:36]([O:40][CH3:41])[CH:35]=1)[C:42](=[O:44])[CH3:43]. The catalyst class is: 300. Reactant: [Br:1][C:2]1[C:3]([NH:32][CH2:33][C:34]2[CH:39]=[CH:38][CH:37]=[C:36]([O:40][CH3:41])[CH:35]=2)=[C:4]([NH:25][S:26]([CH2:29][CH2:30][CH3:31])(=[O:28])=[O:27])[CH:5]=[C:6]([CH:8]2[C:17]3[C:16](=[O:18])[CH2:15][CH:14]([CH2:19][CH2:20][CH3:21])[CH2:13][C:12]=3[NH:11][C:10]([CH3:22])=[C:9]2[C:23]#[N:24])[CH:7]=1.[C:42](OC(=O)C)(=[O:44])[CH3:43]. (5) The catalyst class is: 2. Product: [CH:17]1([C:20]([N:1]2[CH2:5][CH2:4][C@@H:3]([CH2:6][OH:7])[CH2:2]2)=[O:21])[CH2:19][CH2:18]1. Reactant: [NH:1]1[CH2:5][CH2:4][C@@H:3]([CH2:6][OH:7])[CH2:2]1.CCN(C(C)C)C(C)C.[CH:17]1([C:20](Cl)=[O:21])[CH2:19][CH2:18]1. (6) Reactant: [F:1][C:2]1[CH:3]=[CH:4][CH:5]=[C:6]2[C:11]=1[NH:10][C:9](=[O:12])[C:8]([CH:13]1[CH2:18][CH2:17][N:16]([C:19]([O:21][C@H:22]([CH2:37][C:38]3[CH:46]=[C:45]([CH3:47])[C:44]4[C:40](=[CH:41][N:42](COCC[Si](C)(C)C)[N:43]=4)[CH:39]=3)[C:23](=[O:36])[N:24]3[CH2:29][CH2:28][CH:27]([N:30]4[CH2:35][CH2:34][CH2:33][CH2:32][CH2:31]4)[CH2:26][CH2:25]3)=[O:20])[CH2:15][CH2:14]1)=[CH:7]2.Cl. Product: [F:1][C:2]1[CH:3]=[CH:4][CH:5]=[C:6]2[C:11]=1[NH:10][C:9](=[O:12])[C:8]([CH:13]1[CH2:14][CH2:15][N:16]([C:19]([O:21][C@H:22]([CH2:37][C:38]3[CH:39]=[C:40]4[C:44](=[C:45]([CH3:47])[CH:46]=3)[NH:43][N:42]=[CH:41]4)[C:23](=[O:36])[N:24]3[CH2:25][CH2:26][CH:27]([N:30]4[CH2:35][CH2:34][CH2:33][CH2:32][CH2:31]4)[CH2:28][CH2:29]3)=[O:20])[CH2:17][CH2:18]1)=[CH:7]2. The catalyst class is: 13.